Dataset: Catalyst prediction with 721,799 reactions and 888 catalyst types from USPTO. Task: Predict which catalyst facilitates the given reaction. (1) Product: [Br:25][C:16]1[S:17][CH:18]=[C:14]([C:10]([CH3:13])([CH3:12])[CH3:11])[N:15]=1. Reactant: P(=O)(O)(O)O.[N+]([O-])(O)=O.[C:10]([C:14]1[N:15]=[C:16](N)[S:17][CH:18]=1)([CH3:13])([CH3:12])[CH3:11].N([O-])=O.[Na+].[Na+].[Br-:25].[OH-].[K+]. The catalyst class is: 6. (2) Reactant: OC1C=C(C=[C:8]([OH:10])[CH:9]=1)C=O.[C:11]([O-:14])([O-])=O.[K+].[K+].[CH3:17][O:18][CH2:19][CH2:20][O:21][CH2:22][CH2:23][O:24][CH2:25][CH2:26][O:27][C:28]1[CH:37]=[C:36]([CH3:38])[CH:35]=[CH:34][C:29]=1S([O-])(=O)=O.[OH2:39]. The catalyst class is: 3. Product: [CH3:17][O:18][CH2:19][CH2:20][O:21][CH2:22][CH2:23][O:24][CH2:25][CH2:26][O:27][C:28]1[CH:37]=[C:36]([CH:35]=[C:34]([O:18][CH2:19][CH2:20][O:21][CH2:22][CH2:23][O:10][CH2:8][CH2:9][O:14][CH3:11])[CH:29]=1)[CH:38]=[O:39]. (3) Reactant: [I:1][C:2]1[CH:3]=[N:4][NH:5][CH:6]=1.Br[CH2:8][CH:9]1[CH2:11][CH2:10]1.C(=O)([O-])[O-].[Cs+].[Cs+]. Product: [CH:9]1([CH2:8][N:4]2[CH:3]=[C:2]([I:1])[CH:6]=[N:5]2)[CH2:11][CH2:10]1. The catalyst class is: 3. (4) Reactant: C([O:5][C:6](=[O:36])[CH2:7][N:8]1[CH2:12][C@H:11]([C:13]2[CH:18]=[CH:17][CH:16]=[C:15]([Cl:19])[C:14]=2[F:20])[C@:10]([C:23]2[CH:28]=[CH:27][C:26]([Cl:29])=[CH:25][C:24]=2[F:30])([C:21]#[N:22])[C@@H:9]1[CH2:31][C:32]([CH3:35])([CH3:34])[CH3:33])(C)(C)C.FC(F)(F)C(O)=O. Product: [Cl:19][C:15]1[C:14]([F:20])=[C:13]([C@H:11]2[CH2:12][N:8]([CH2:7][C:6]([OH:36])=[O:5])[C@@H:9]([CH2:31][C:32]([CH3:35])([CH3:34])[CH3:33])[C@@:10]2([C:23]2[CH:28]=[CH:27][C:26]([Cl:29])=[CH:25][C:24]=2[F:30])[C:21]#[N:22])[CH:18]=[CH:17][CH:16]=1. The catalyst class is: 4.